This data is from Reaction yield outcomes from USPTO patents with 853,638 reactions. The task is: Predict the reaction yield, written as a fraction of the theoretical maximum amount of product (1.0 means a 100% yield; for example, 0.34 means a 34% yield). (1) The product is [CH2:22]([O:21][C:18]1[CH:19]=[CH:20][C:15]2[N:14]([CH3:24])[C:13](=[O:25])[N:12]([CH2:11][C@H:8]3[CH2:9][CH2:10][C@H:5]([C:3]([OH:4])=[O:2])[CH2:6][CH2:7]3)[C:16]=2[CH:17]=1)[CH3:23]. The catalyst is C1COCC1.O. The yield is 0.960. The reactants are C[O:2][C:3]([C@H:5]1[CH2:10][CH2:9][C@H:8]([CH2:11][N:12]2[C:16]3[CH:17]=[C:18]([O:21][CH2:22][CH3:23])[CH:19]=[CH:20][C:15]=3[N:14]([CH3:24])[C:13]2=[O:25])[CH2:7][CH2:6]1)=[O:4].[Li+].[OH-].Cl. (2) The reactants are [Cl:1][C:2]1[C:3]([N:9]2[CH2:14][CH2:13][N:12]([CH2:15][CH2:16][CH2:17][N:18]3[C:26]4[CH2:25][CH2:24][N:23]([S:27]([CH3:30])(=[O:29])=[O:28])[CH2:22][C:21]=4[C:20]([C:31]4[CH:36]=[CH:35][C:34]([C:37]([F:40])([F:39])[F:38])=[CH:33][CH:32]=4)=[N:19]3)[CH2:11][CH2:10]2)=[C:4]([NH2:8])[CH:5]=[CH:6][CH:7]=1.C[Si]([N:45]=[C:46]=[O:47])(C)C.CO.[CH2:50](Cl)Cl. The catalyst is C(Cl)Cl. The product is [Cl:1][C:2]1[C:3]([N:9]2[CH2:14][CH2:13][N:12]([CH2:15][CH2:16][CH2:17][N:18]3[C:26]4[CH2:25][CH2:24][N:23]([S:27]([CH3:30])(=[O:28])=[O:29])[CH2:22][C:21]=4[C:20]([C:31]4[CH:32]=[CH:33][C:34]([C:37]([F:38])([F:39])[F:40])=[CH:35][CH:36]=4)=[N:19]3)[CH2:11][CH2:10]2)=[C:4]([NH:8][C:46]([NH:45][CH3:50])=[O:47])[CH:5]=[CH:6][CH:7]=1. The yield is 0.220. (3) The reactants are [C:1]([O:5][C:6](=[O:22])[NH:7][C:8]([CH3:21])([CH3:20])[CH2:9][C:10]1[C:18]2[C:13](=[C:14](O)[CH:15]=[CH:16][CH:17]=2)[NH:12][CH:11]=1)([CH3:4])([CH3:3])[CH3:2].[H-].[Na+].[CH3:25][O:26][C:27](=[O:30])CCl.CN(C)[CH:33]=[O:34]. No catalyst specified. The product is [C:1]([O:5][C:6](=[O:22])[NH:7][C:8]([CH3:21])([CH3:20])[CH2:9][C:10]1[C:18]2[C:13](=[C:14]([C:27]([O:26][CH2:25][O:34][CH3:33])=[O:30])[CH:15]=[CH:16][CH:17]=2)[NH:12][CH:11]=1)([CH3:4])([CH3:3])[CH3:2]. The yield is 0.300.